From a dataset of Reaction yield outcomes from USPTO patents with 853,638 reactions. Predict the reaction yield, written as a fraction of the theoretical maximum amount of product (1.0 means a 100% yield; for example, 0.34 means a 34% yield). (1) The reactants are [CH:1]1([C:7](=[O:32])[C:8]([CH3:31])([C:25]2[CH:30]=[CH:29][CH:28]=[CH:27][CH:26]=2)/[CH:9]=[CH:10]/[N:11]2[CH2:16][CH2:15][N:14]([C:17]3[CH:22]=[CH:21][CH:20]=[CH:19][C:18]=3[O:23][CH3:24])[CH2:13][CH2:12]2)[CH2:6][CH2:5][CH2:4][CH2:3][CH2:2]1. The catalyst is CC(O)C.C(Cl)Cl.[Pd]. The product is [CH:1]1([C:7](=[O:32])[C:8]([CH3:31])([C:25]2[CH:26]=[CH:27][CH:28]=[CH:29][CH:30]=2)[CH2:9][CH2:10][N:11]2[CH2:12][CH2:13][N:14]([C:17]3[CH:22]=[CH:21][CH:20]=[CH:19][C:18]=3[O:23][CH3:24])[CH2:15][CH2:16]2)[CH2:6][CH2:5][CH2:4][CH2:3][CH2:2]1. The yield is 0.750. (2) The reactants are [Cl:1][C:2]1[C:3]([CH2:24][NH2:25])=[N:4][CH:5]=[C:6](/[CH:8]=[CH:9]/[CH:10]([C:15]2[CH:20]=[C:19]([Cl:21])[C:18]([Cl:22])=[C:17]([Cl:23])[CH:16]=2)[C:11]([F:14])([F:13])[F:12])[CH:7]=1.[F:26][C:27]([F:33])([F:32])[CH2:28][C:29](O)=[O:30].CCN=C=NCCCN(C)C.Cl.C1C=CC2N(O)N=NC=2C=1.O.CCN(C(C)C)C(C)C. The catalyst is C(Cl)Cl. The product is [Cl:1][C:2]1[C:3]([CH2:24][NH:25][C:29](=[O:30])[CH2:28][C:27]([F:33])([F:32])[F:26])=[N:4][CH:5]=[C:6](/[CH:8]=[CH:9]/[CH:10]([C:15]2[CH:20]=[C:19]([Cl:21])[C:18]([Cl:22])=[C:17]([Cl:23])[CH:16]=2)[C:11]([F:14])([F:12])[F:13])[CH:7]=1. The yield is 0.350. (3) The reactants are [C:1]([O:5][C:6]([N:8]1[C:16]2[C:11](=[CH:12][C:13]([OH:17])=[CH:14][CH:15]=2)[CH:10]=[CH:9]1)=[O:7])([CH3:4])([CH3:3])[CH3:2].CC(OC(/N=N/C(OC(C)C)=O)=O)C.C1(P(C2C=CC=CC=2)C2C=CC=CC=2)C=CC=CC=1.[C:51]([O:54][C@@H:55]1[C@@H:61]([O:62][C:63](=[O:65])[CH3:64])[C@H:60]([O:66][C:67](=[O:69])[CH3:68])[CH2:59][S:58][CH:56]1O)(=[O:53])[CH3:52]. The catalyst is C1COCC1. The product is [CH3:3][C:1]([O:5][C:6]([N:8]1[C:16]2[C:11](=[CH:12][C:13]([O:17][CH:56]3[S:58][CH2:59][C@@H:60]([O:66][C:67](=[O:69])[CH3:68])[C@H:61]([O:62][C:63](=[O:65])[CH3:64])[C@H:55]3[O:54][C:51](=[O:53])[CH3:52])=[CH:14][CH:15]=2)[CH:10]=[CH:9]1)=[O:7])([CH3:4])[CH3:2]. The yield is 0.110. (4) The reactants are [C:1]([CH2:3][C:4]1([N:15]2[CH:19]=[CH:18][C:17]([C:20]3[C:21]4[CH:28]=[CH:27][N:26]([CH2:29][O:30][CH2:31][CH2:32][Si:33]([CH3:36])([CH3:35])[CH3:34])[C:22]=4[N:23]=[CH:24][N:25]=3)=[CH:16]2)[CH2:7][N:6](C(OC(C)(C)C)=O)[CH2:5]1)#[N:2].[ClH:37]. The catalyst is C1COCC1.O1CCOCC1. The product is [ClH:37].[ClH:37].[CH3:35][Si:33]([CH3:34])([CH3:36])[CH2:32][CH2:31][O:30][CH2:29][N:26]1[C:22]2[N:23]=[CH:24][N:25]=[C:20]([C:17]3[CH:18]=[CH:19][N:15]([C:4]4([CH2:3][C:1]#[N:2])[CH2:5][NH:6][CH2:7]4)[CH:16]=3)[C:21]=2[CH:28]=[CH:27]1. The yield is 0.990. (5) The reactants are [C:1]12([NH2:11])[CH2:10][CH:5]3[CH2:6][CH:7]([CH2:9][CH:3]([CH2:4]3)[CH2:2]1)[CH2:8]2.Cl[CH2:13][C:14]1[N:18]=[C:17]([C:19]2[C:20]([CH3:25])=[N:21][O:22][C:23]=2[CH3:24])[O:16][N:15]=1. No catalyst specified. The product is [CH3:25][C:20]1[C:19]([C:17]2[O:16][N:15]=[C:14]([CH2:13][NH:11][C:1]34[CH2:8][CH:7]5[CH2:6][CH:5]([CH2:4][CH:3]([CH2:9]5)[CH2:2]3)[CH2:10]4)[N:18]=2)=[C:23]([CH3:24])[O:22][N:21]=1. The yield is 0.760. (6) The reactants are [NH2:1][C:2]1[S:3][CH:4]=[C:5]([C:7]([O:9]CC)=[O:8])[N:6]=1.[OH-].[Na+].Cl. No catalyst specified. The product is [NH2:1][C:2]1[S:3][CH:4]=[C:5]([C:7]([OH:9])=[O:8])[N:6]=1. The yield is 0.850. (7) The reactants are [F:1][C:2]([F:13])([F:12])[C:3]1[CH:8]=[CH:7][C:6]([CH2:9][CH2:10][NH2:11])=[CH:5][CH:4]=1.[C:14](OC(=O)C)(=[O:16])[CH3:15]. No catalyst specified. The product is [F:1][C:2]([F:12])([F:13])[C:3]1[CH:4]=[CH:5][C:6]([CH2:9][CH2:10][NH:11][C:14](=[O:16])[CH3:15])=[CH:7][CH:8]=1. The yield is 0.290. (8) The reactants are [NH2:1][C:2]1[CH:3]=[C:4]2[C:8](=[CH:9][CH:10]=1)[C:7](=[O:11])[N:6]([CH2:12][CH2:13][CH2:14][CH3:15])[CH2:5]2.[CH2:16]([NH:23][C:24]1[C:29]([CH:30]=O)=[CH:28][N:27]=[CH:26][CH:25]=1)[C:17]1[CH:22]=[CH:21][CH:20]=[CH:19][CH:18]=1.C(O[BH-](OC(=O)C)OC(=O)C)(=O)C.[Na+].C(O[BH-](OC(=O)C)OC(=O)C)(=O)C.C([O-])(O)=O.[Na+]. The catalyst is C(O)(=O)C.O. The yield is 0.130. The product is [CH2:16]([NH:23][C:24]1[CH:25]=[CH:26][N:27]=[CH:28][C:29]=1[CH2:30][NH:1][C:2]1[CH:3]=[C:4]2[C:8](=[CH:9][CH:10]=1)[C:7](=[O:11])[N:6]([CH2:12][CH2:13][CH2:14][CH3:15])[CH2:5]2)[C:17]1[CH:18]=[CH:19][CH:20]=[CH:21][CH:22]=1.